This data is from Full USPTO retrosynthesis dataset with 1.9M reactions from patents (1976-2016). The task is: Predict the reactants needed to synthesize the given product. Given the product [F:1][C:2]1[CH:3]=[CH:4][C:5]([C:8]2[N:9]=[CH:10][O:11][C:12]=2[CH2:13][OH:14])=[CH:6][CH:7]=1, predict the reactants needed to synthesize it. The reactants are: [F:1][C:2]1[CH:7]=[CH:6][C:5]([C:8]2[N:9]=[CH:10][O:11][C:12]=2[C:13](OCC)=[O:14])=[CH:4][CH:3]=1.[AlH4-].[Li+].[Cl-].[NH4+].